From a dataset of Reaction yield outcomes from USPTO patents with 853,638 reactions. Predict the reaction yield, written as a fraction of the theoretical maximum amount of product (1.0 means a 100% yield; for example, 0.34 means a 34% yield). (1) The reactants are [N:1]1[CH:2]=[N:3][N:4]2[CH:9]=[C:8]([C:10](=[O:28])[C:11]#[C:12][C:13]3(O[Si](C)(C)C)[CH2:22][CH2:21][C:16]4([O:20][CH2:19][CH2:18][O:17]4)[CH2:15][CH2:14]3)[CH:7]=[CH:6][C:5]=12.C(NCC)C.CO.[O:36]1C=CCC1=O. No catalyst specified. The product is [N:1]1[CH:2]=[N:3][N:4]2[CH:9]=[C:8]([C:10]3[O:28][C:13]4([C:12](=[O:36])[CH:11]=3)[CH2:22][CH2:21][C:16]3([O:20][CH2:19][CH2:18][O:17]3)[CH2:15][CH2:14]4)[CH:7]=[CH:6][C:5]=12. The yield is 0.320. (2) The reactants are [CH3:1][CH2:2][N:3]([CH2:6][CH2:7][NH:8][C:9]([C:11]1[C:12]([CH3:29])=[C:13](/[CH:17]=[C:18]2/[C:19]3[CH:20]=[C:21]([F:28])[CH:22]=[CH:23][C:24]=3[NH:25][C:26]/2=[O:27])[NH:14][C:15]=1[CH3:16])=[O:10])[CH2:4][CH3:5].Cl.[OH-].[Na+]. The catalyst is O. The product is [CH3:1][CH2:2][N:3]([CH2:6][CH2:7][NH:8][C:9]([C:11]1[C:12]([CH3:29])=[C:13](/[CH:17]=[C:18]2/[C:19]3[CH:20]=[C:21]([F:28])[CH:22]=[CH:23][C:24]=3[NH:25][C:26]/2=[O:27])[NH:14][C:15]=1[CH3:16])=[O:10])[CH2:4][CH3:5]. The yield is 0.783. (3) The catalyst is ClCCl.C(OC(=O)C)C. The reactants are C[Al](C)C.CCCCCC.[CH:11]1[C:16]([NH2:17])=[CH:15][CH:14]=[C:13]([S:18]([NH:21][C:22]2[S:26][CH:25]=[CH:24][N:23]=2)(=[O:20])=[O:19])[CH:12]=1.[Cl:27][C:28]1[CH:29]=[C:30]2[C:35](=[CH:36][CH:37]=1)[N:34]([C@H:38]1[CH2:42][CH2:41][O:40][C:39]1=[O:43])[CH2:33][CH2:32][CH2:31]2.Cl. The product is [Cl:27][C:28]1[CH:29]=[C:30]2[C:35](=[CH:36][CH:37]=1)[N:34]([C@@H:38]([CH2:42][CH2:41][OH:40])[C:39]([NH:17][C:16]1[CH:11]=[CH:12][C:13]([S:18](=[O:20])(=[O:19])[NH:21][C:22]3[S:26][CH:25]=[CH:24][N:23]=3)=[CH:14][CH:15]=1)=[O:43])[CH2:33][CH2:32][CH2:31]2. The yield is 0.300. (4) The reactants are [Cl:1][C:2]1[CH:10]=[CH:9][C:5]([C:6]([OH:8])=O)=[CH:4][C:3]=1[C:11]([F:14])([F:13])[F:12].Cl.CN(C)CCCN=C=NCC.[Cl:27][C:28]1[CH:29]=[C:30]([CH:35]2[CH:39]([NH:40][CH3:41])[CH2:38][N:37]([C:42]([CH:44]3[CH2:49][CH2:48][N:47]([C:50]([C:52]4([CH3:55])[CH2:54][CH2:53]4)=[O:51])[CH2:46][CH2:45]3)=[O:43])[CH2:36]2)[CH:31]=[CH:32][C:33]=1[Cl:34]. The catalyst is ClCCl. The product is [Cl:1][C:2]1[CH:10]=[CH:9][C:5]([C:6]([N:40]([CH:39]2[CH:35]([C:30]3[CH:31]=[CH:32][C:33]([Cl:34])=[C:28]([Cl:27])[CH:29]=3)[CH2:36][N:37]([C:42]([CH:44]3[CH2:45][CH2:46][N:47]([C:50]([C:52]4([CH3:55])[CH2:54][CH2:53]4)=[O:51])[CH2:48][CH2:49]3)=[O:43])[CH2:38]2)[CH3:41])=[O:8])=[CH:4][C:3]=1[C:11]([F:14])([F:13])[F:12]. The yield is 0.860. (5) The reactants are [OH-].[Na+].[N+:3]([N:6]=[C:7]1[NH:11][CH2:10][CH2:9][N:8]1[CH2:12][C:13]1[CH:14]=[CH:15][C:16]([S:19][CH2:20][CH2:21][C:22]([O:24]CC)=[O:23])=[N:17][CH:18]=1)([O-:5])=[O:4]. The catalyst is O.C(O)C. The product is [N+:3]([N:6]=[C:7]1[NH:11][CH2:10][CH2:9][N:8]1[CH2:12][C:13]1[CH:14]=[CH:15][C:16]([S:19][CH2:20][CH2:21][C:22]([OH:24])=[O:23])=[N:17][CH:18]=1)([O-:5])=[O:4]. The yield is 0.500. (6) The reactants are [NH:1]([CH2:9][C:10]1[CH:15]=[CH:14][CH:13]=[CH:12][CH:11]=1)[CH2:2][C:3]1[CH:8]=[CH:7][CH:6]=[CH:5][CH:4]=1.[CH3:16][CH2:17][O:18][C:19]([CH3:21])=[O:20].[CH3:22][CH2:23][CH2:24]CCCC. The catalyst is C(Cl)Cl.[Pd]. The product is [CH2:9]([N:1]([CH2:2][C:3]1[CH:8]=[CH:7][CH:6]=[CH:5][CH:4]=1)[CH:23]([CH3:24])/[CH:22]=[CH:21]/[C:19]([O:18][CH2:17][CH3:16])=[O:20])[C:10]1[CH:15]=[CH:14][CH:13]=[CH:12][CH:11]=1. The yield is 0.700.